From a dataset of Forward reaction prediction with 1.9M reactions from USPTO patents (1976-2016). Predict the product of the given reaction. (1) Given the reactants [Cl:1][C:2]1[S:3][C:4]([Cl:8])=[CH:5][C:6]=1[CH3:7].[Br:9]N1C(=O)CCC1=O, predict the reaction product. The product is: [Br:9][CH2:7][C:6]1[CH:5]=[C:4]([Cl:8])[S:3][C:2]=1[Cl:1]. (2) Given the reactants [O:1]=[C:2]1[N:13]([C@H:14]2[CH2:19][CH2:18][CH2:17][CH2:16][C@H:15]2[C:20]([NH2:22])=O)[C:5]2=[C:6]3[CH:12]=[CH:11][NH:10][C:7]3=[N:8][CH:9]=[C:4]2[NH:3]1.ClC1N=C(Cl)N=C(Cl)N=1, predict the reaction product. The product is: [O:1]=[C:2]1[N:13]([C@H:14]2[CH2:19][CH2:18][CH2:17][CH2:16][C@H:15]2[C:20]#[N:22])[C:5]2=[C:6]3[CH:12]=[CH:11][NH:10][C:7]3=[N:8][CH:9]=[C:4]2[NH:3]1. (3) Given the reactants [Br:1][C:2]1[CH:11]=[C:10]2[C:5]([CH2:6][C:7]([CH3:25])([CH3:24])[CH2:8][C:9]2([CH2:19][C:20]([O:22][CH3:23])=[O:21])[NH:12]S(C(C)(C)C)=O)=[CH:4][CH:3]=1.Cl, predict the reaction product. The product is: [NH2:12][C:9]1([CH2:19][C:20]([O:22][CH3:23])=[O:21])[C:10]2[C:5](=[CH:4][CH:3]=[C:2]([Br:1])[CH:11]=2)[CH2:6][C:7]([CH3:24])([CH3:25])[CH2:8]1. (4) Given the reactants Br[C:2]1[CH:3]=[CH:4][C:5]([N+:8]([O-:10])=[O:9])=[N:6][CH:7]=1.[CH:11]([NH2:14])([CH3:13])[CH3:12], predict the reaction product. The product is: [CH:11]([NH:14][C:2]1[CH:3]=[CH:4][C:5]([N+:8]([O-:10])=[O:9])=[N:6][CH:7]=1)([CH3:13])[CH3:12]. (5) Given the reactants [CH3:1][N:2]([C:10]1[CH:15]=[CH:14][C:13]([N+:16]([O-])=O)=[CH:12][CH:11]=1)[CH2:3][CH2:4][N:5]1[CH2:9][CH2:8][CH2:7][CH2:6]1.C(O)(C(F)(F)F)=O, predict the reaction product. The product is: [CH3:1][N:2]([CH2:3][CH2:4][N:5]1[CH2:9][CH2:8][CH2:7][CH2:6]1)[C:10]1[CH:11]=[CH:12][C:13]([NH2:16])=[CH:14][CH:15]=1.